This data is from Catalyst prediction with 721,799 reactions and 888 catalyst types from USPTO. The task is: Predict which catalyst facilitates the given reaction. Reactant: NC1C([N+]([O-])=O)=C(N2CCN(CC(NC3SC=CN=3)=O)CC2)C(Cl)=CN=1.[NH2:27][C:28]1[C:33]([N+:34]([O-:36])=[O:35])=[C:32](Cl)[C:31]([Cl:38])=[CH:30][N:29]=1.[C:39]1([CH:45]([N:47]2[CH2:52][CH2:51][NH:50][CH2:49][CH2:48]2)[CH3:46])[CH:44]=[CH:43][CH:42]=[CH:41][CH:40]=1. Product: [Cl:38][C:31]1[C:32]([N:50]2[CH2:51][CH2:52][N:47]([CH:45]([C:39]3[CH:44]=[CH:43][CH:42]=[CH:41][CH:40]=3)[CH3:46])[CH2:48][CH2:49]2)=[C:33]([N+:34]([O-:36])=[O:35])[C:28]([NH2:27])=[N:29][CH:30]=1. The catalyst class is: 32.